This data is from Full USPTO retrosynthesis dataset with 1.9M reactions from patents (1976-2016). The task is: Predict the reactants needed to synthesize the given product. Given the product [CH3:42][O:41][C:38]1[CH:39]=[CH:40][C:35]([CH2:34][NH:31][C:32]2[S:33][C:4]3=[CH:5][N:6]=[CH:7][CH:8]=[C:9]3[C:10]=2[C:11]([C:13]2[CH:14]=[C:15]3[C:19](=[CH:20][CH:21]=2)[C:18](=[N:22][O:23][Si:24]([C:27]([CH3:30])([CH3:29])[CH3:28])([CH3:26])[CH3:25])[CH2:17][CH2:16]3)=[O:12])=[CH:36][CH:37]=1, predict the reactants needed to synthesize it. The reactants are: [H-].[Na+].Br[C:4]1[CH:5]=[N:6][CH:7]=[CH:8][C:9]=1[CH2:10][C:11]([C:13]1[CH:14]=[C:15]2[C:19](=[CH:20][CH:21]=1)[C:18](=[N:22][O:23][Si:24]([C:27]([CH3:30])([CH3:29])[CH3:28])([CH3:26])[CH3:25])[CH2:17][CH2:16]2)=[O:12].[N:31]([CH2:34][C:35]1[CH:40]=[CH:39][C:38]([O:41][CH3:42])=[CH:37][CH:36]=1)=[C:32]=[S:33].[Cl-].[NH4+].